From a dataset of Reaction yield outcomes from USPTO patents with 853,638 reactions. Predict the reaction yield, written as a fraction of the theoretical maximum amount of product (1.0 means a 100% yield; for example, 0.34 means a 34% yield). (1) The catalyst is CCCCCCC.CCOC(C)=O. The reactants are [F:1][C:2]1[CH:17]=[CH:16][C:5]2[N:6]([CH2:11][C@H:12]([CH3:15])[CH2:13]I)[C:7](=[O:10])[CH2:8][O:9][C:4]=2[CH:3]=1.[CH:18](=[C:22]1[CH2:27][CH2:26][NH:25][CH2:24][CH2:23]1)[CH2:19][CH2:20][CH3:21]. The product is [CH:18](=[C:22]1[CH2:27][CH2:26][N:25]([CH2:13][C@@H:12]([CH3:15])[CH2:11][N:6]2[C:5]3[CH:16]=[CH:17][C:2]([F:1])=[CH:3][C:4]=3[O:9][CH2:8][C:7]2=[O:10])[CH2:24][CH2:23]1)[CH2:19][CH2:20][CH3:21]. The yield is 0.730. (2) The reactants are CC(P(C(C)(C)C)[C:6]1[C:11]([C:12]2C=[CH:16][CH:15]=[CH:14][CH:13]=2)=[CH:10][CH:9]=[CH:8][CH:7]=1)(C)C.[C:22]1([C:28]#[C:29][P:30](=[O:35])([OH:34])[O:31][CH2:32][CH3:33])[CH:27]=[CH:26][CH:25]=[CH:24][CH:23]=1.C(C1C=CC=CC=1)CCC#C. The catalyst is [Au].ClC(Cl)C. The product is [CH2:32]([O:31][P:30]1(=[O:34])[CH:29]=[C:28]([C:22]2[CH:23]=[CH:24][CH:25]=[CH:26][CH:27]=2)[CH:16]=[C:15]([CH2:14][CH2:13][CH2:12][C:11]2[CH:6]=[CH:7][CH:8]=[CH:9][CH:10]=2)[O:35]1)[CH3:33]. The yield is 0.680. (3) The reactants are [CH:1]1([NH2:8])[CH2:7][CH2:6][CH2:5][CH2:4][CH2:3][CH2:2]1.[CH2:9]1[CH2:15][S:12](=[O:14])(=[O:13])[O:11][CH2:10]1.[K+].[Br-]. The catalyst is C1COCC1. The product is [CH:1]1([NH:8][CH2:10][CH2:9][CH2:15][S:12]([OH:14])(=[O:13])=[O:11])[CH2:7][CH2:6][CH2:5][CH2:4][CH2:3][CH2:2]1. The yield is 0.720. (4) The reactants are [F:1][C:2]1[CH:7]=[CH:6][C:5]([CH:8]([C:10]2[N:19]=[C:18]([NH:20][C:21]3[CH:25]=[C:24]([CH3:26])[NH:23][N:22]=3)[C:17]3[C:12](=[CH:13][CH:14]=[CH:15][CH:16]=3)[N:11]=2)[OH:9])=[CH:4][CH:3]=1.C(S(O)(=O)=O)C. The catalyst is C(O)C. The product is [F:1][C:2]1[CH:7]=[CH:6][C:5]([C@H:8]([C:10]2[N:19]=[C:18]([NH:20][C:21]3[CH:25]=[C:24]([CH3:26])[NH:23][N:22]=3)[C:17]3[C:12](=[CH:13][CH:14]=[CH:15][CH:16]=3)[N:11]=2)[OH:9])=[CH:4][CH:3]=1. The yield is 0.560. (5) The reactants are [Cl:1][C:2]1[CH:7]=[CH:6][C:5]([C:8]2[CH:13]=[CH:12][N:11]3[N:14]=[CH:15][C:16]([C:17]([O:19]CC)=[O:18])=[C:10]3[N:9]=2)=[CH:4][CH:3]=1.[OH-].[Na+]. The catalyst is CO.O. The product is [Cl:1][C:2]1[CH:7]=[CH:6][C:5]([C:8]2[CH:13]=[CH:12][N:11]3[N:14]=[CH:15][C:16]([C:17]([OH:19])=[O:18])=[C:10]3[N:9]=2)=[CH:4][CH:3]=1. The yield is 1.00. (6) The reactants are [CH3:1]N(C)C=O.[CH:6]([O:9][C:10](=[O:47])[C@H:11]([CH2:23][C:24]1[CH:29]=[CH:28][C:27]([N:30]2[C:39](=[O:40])[C:38]3[C:33](=[CH:34][CH:35]=[C:36]([CH2:41][N:42]([CH:44]=[O:45])[CH3:43])[CH:37]=3)[NH:32][C:31]2=[O:46])=[CH:26][CH:25]=1)[NH:12][C:13](=[O:22])[C:14]1[C:19]([Cl:20])=[CH:18][CH:17]=[CH:16][C:15]=1[Cl:21])([CH3:8])[CH3:7].C(=O)([O-])[O-].[K+].[K+].C1(C)C=CC(S(OC)(=O)=O)=CC=1. The catalyst is O.C(O)(=O)C. The product is [CH:6]([O:9][C:10](=[O:47])[C@H:11]([CH2:23][C:24]1[CH:25]=[CH:26][C:27]([N:30]2[C:39](=[O:40])[C:38]3[C:33](=[CH:34][CH:35]=[C:36]([CH2:41][N:42]([CH:44]=[O:45])[CH3:43])[CH:37]=3)[N:32]([CH3:1])[C:31]2=[O:46])=[CH:28][CH:29]=1)[NH:12][C:13](=[O:22])[C:14]1[C:15]([Cl:21])=[CH:16][CH:17]=[CH:18][C:19]=1[Cl:20])([CH3:8])[CH3:7]. The yield is 0.940. (7) The reactants are [Br:1][C:2]1[CH:7]=[CH:6][C:5]([C:8]([CH2:10][CH2:11][CH2:12][CH3:13])=[CH2:9])=[CH:4][CH:3]=1.[CH3:14]C1C=CC(C(C(C)C)=C)=CC=1.C([Zn]CC)C.CCCCCC.FC(F)(F)C(O)=O.ICI.[Cl-].[NH4+]. No catalyst specified. The product is [Br:1][C:2]1[CH:7]=[CH:6][C:5]([C:8]2([CH2:10][CH2:11][CH2:12][CH3:13])[CH2:14][CH2:9]2)=[CH:4][CH:3]=1. The yield is 0.740.